Predict the reaction yield, written as a fraction of the theoretical maximum amount of product (1.0 means a 100% yield; for example, 0.34 means a 34% yield). From a dataset of Reaction yield outcomes from USPTO patents with 853,638 reactions. (1) The reactants are [NH2:1][CH2:2][C@H:3]1[CH2:8][CH2:7][C@H:6]([N:9]2[C:14]3[C:15]4[CH:21]=[CH:20][N:19]([CH2:22][O:23][CH2:24][CH2:25][Si:26]([CH3:29])([CH3:28])[CH3:27])[C:16]=4[N:17]=[CH:18][C:13]=3[C:12](=[O:30])[N:11]([CH2:31][C:32]([F:35])([F:34])[F:33])[CH2:10]2)[CH2:5][CH2:4]1.C(N(CC)CC)C.[CH3:43][S:44](Cl)(=[O:46])=[O:45].O. The catalyst is ClCCl. The product is [O:30]=[C:12]1[N:11]([CH2:31][C:32]([F:33])([F:34])[F:35])[CH2:10][N:9]([C@H:6]2[CH2:5][CH2:4][C@H:3]([CH2:2][NH:1][S:44]([CH3:43])(=[O:46])=[O:45])[CH2:8][CH2:7]2)[C:14]2[C:15]3[CH:21]=[CH:20][N:19]([CH2:22][O:23][CH2:24][CH2:25][Si:26]([CH3:28])([CH3:29])[CH3:27])[C:16]=3[N:17]=[CH:18][C:13]1=2. The yield is 0.660. (2) The reactants are Br[C:2]1[N:3]([C:22]2[C:31]3[C:26](=[CH:27][CH:28]=[CH:29][CH:30]=3)[C:25]([CH:32]3CC3)=[CH:24][CH:23]=2)[C:4]([S:7]CC(NC2C=CC(C(O)=O)=CC=2Cl)=O)=[N:5][N:6]=1.Cl.NNC(N)=N.C([N:44](C(C)C)CC)(C)C.CN(C)[CH:52]=[O:53]. No catalyst specified. The product is [NH2:44][C:2]1[N:3]([C:22]2[C:27]3[C:26](=[CH:31][CH:30]=[C:29]([O:53][CH3:52])[CH:28]=3)[C:25]([CH3:32])=[CH:24][CH:23]=2)[C:4]([SH:7])=[N:5][N:6]=1. The yield is 0.910. (3) The reactants are [F:1][C:2]([F:17])([F:16])[C:3]1[CH:11]=[C:10]([C:12]([F:15])([F:14])[F:13])[CH:9]=[CH:8][C:4]=1[C:5]([OH:7])=O.[NH2:18][C@H:19]1[CH2:24][C:23]2[C:25]([N:29]3[CH2:34][CH2:33][N:32]([CH3:35])[CH2:31][CH2:30]3)=[CH:26][CH:27]=[CH:28][C:22]=2[O:21][CH2:20]1.C(N(CC)CC)C. The catalyst is S(Cl)(Cl)=O.C(Cl)Cl. The product is [CH3:35][N:32]1[CH2:33][CH2:34][N:29]([C:25]2[C:23]3[CH2:24][C@H:19]([NH:18][C:5](=[O:7])[C:4]4[CH:8]=[CH:9][C:10]([C:12]([F:15])([F:14])[F:13])=[CH:11][C:3]=4[C:2]([F:1])([F:17])[F:16])[CH2:20][O:21][C:22]=3[CH:28]=[CH:27][CH:26]=2)[CH2:30][CH2:31]1. The yield is 0.300. (4) The reactants are [N:1]1([CH2:6][CH2:7][NH:8][C:9]([C:11]2[S:15][C:14]([C:16]([O:18]C)=O)=[CH:13][CH:12]=2)=[O:10])[CH2:5][CH2:4][CH2:3][CH2:2]1.O.[NH2:21][NH2:22]. The catalyst is C(O)C. The product is [N:1]1([CH2:6][CH2:7][NH:8][C:9]([C:11]2[S:15][C:14]([C:16]([NH:21][NH2:22])=[O:18])=[CH:13][CH:12]=2)=[O:10])[CH2:5][CH2:4][CH2:3][CH2:2]1. The yield is 0.380.